This data is from CYP2C9 inhibition data for predicting drug metabolism from PubChem BioAssay. The task is: Regression/Classification. Given a drug SMILES string, predict its absorption, distribution, metabolism, or excretion properties. Task type varies by dataset: regression for continuous measurements (e.g., permeability, clearance, half-life) or binary classification for categorical outcomes (e.g., BBB penetration, CYP inhibition). Dataset: cyp2c9_veith. (1) The molecule is CCC(=O)NC(=S)N1CCN(c2ccc([N+](=O)[O-])cc2Cl)CC1. The result is 0 (non-inhibitor). (2) The molecule is COc1ccc2c(c1)c(CC(=O)N1CCOCC1)c(C)n2C(=O)c1ccc(Cl)cc1. The result is 0 (non-inhibitor). (3) The molecule is CCOC(=O)c1c(C)[nH]c(C(=O)COC(=O)c2ccccc2NC(=O)c2ccco2)c1C. The result is 1 (inhibitor). (4) The compound is Nc1cc(N)nc(SCC(=O)c2ccccc2)n1. The result is 0 (non-inhibitor). (5) The compound is CC(C)=CCC/C(C)=C/CO/N=C1/C[C@@H](O)[C@@H](O)[C@@H]2[C@@H]3C(=O)N(c4cccc(Oc5ccccc5)c4)C(=O)[C@H]3CC[C@@H]12. The result is 0 (non-inhibitor). (6) The compound is Cn1cccc1C(=O)N1CCC2(CCCN(C(=O)Nc3ccccc3)C2)CC1. The result is 0 (non-inhibitor). (7) The drug is COC(=O)C1(Cc2ccccc2)C2c3cc(C(=O)N4CCCC4)n(Cc4ccc(OC(F)(F)F)cc4)c3CC2CN1C(=O)c1ccccc1. The result is 1 (inhibitor). (8) The molecule is COc1ccc2cc(C#N)c(SCC(=O)NNC(=O)Cc3ccccc3)nc2c1. The result is 0 (non-inhibitor). (9) The drug is N#Cc1ccccc1-c1ccc2ncnc(NCc3ccccc3)c2c1. The result is 1 (inhibitor). (10) The compound is Cn1cc(-c2nc3cnc(Oc4cccc(Cl)c4)nc3n(C3CC3)c2=O)c2ccccc21. The result is 0 (non-inhibitor).